Dataset: Forward reaction prediction with 1.9M reactions from USPTO patents (1976-2016). Task: Predict the product of the given reaction. (1) Given the reactants [F:1][C:2]1[CH:28]=[CH:27][CH:26]=[CH:25][C:3]=1[CH2:4][N:5]1[C:9]2=[N:10][CH:11]=[CH:12][CH:13]=[C:8]2[C:7]([C:14]2[N:19]=[C:18](O)[C:17]([C:21]([O:23][CH3:24])=[O:22])=[CH:16][N:15]=2)=[N:6]1.P(Cl)(Cl)([Cl:31])=O.CCN(C1C=CC=CC=1)CC, predict the reaction product. The product is: [Cl:31][C:18]1[C:17]([C:21]([O:23][CH3:24])=[O:22])=[CH:16][N:15]=[C:14]([C:7]2[C:8]3[C:9](=[N:10][CH:11]=[CH:12][CH:13]=3)[N:5]([CH2:4][C:3]3[CH:25]=[CH:26][CH:27]=[CH:28][C:2]=3[F:1])[N:6]=2)[N:19]=1. (2) Given the reactants [CH3:1][S:2]([OH:5])(=[O:4])=[O:3].[CH:6]1([NH:9][C:10](=[O:35])[C:11]2[CH:16]=[CH:15][C:14]([CH3:17])=[C:13]([N:18]3[C:27](=[O:28])[C:26]4[C:21](=[CH:22][CH:23]=[C:24]([CH2:29][CH2:30][CH2:31][N:32]([CH3:34])[CH3:33])[CH:25]=4)[N:20]=[CH:19]3)[CH:12]=2)[CH2:8][CH2:7]1, predict the reaction product. The product is: [CH3:1][S:2]([OH:5])(=[O:4])=[O:3].[CH3:1][S:2]([OH:5])(=[O:4])=[O:3].[CH:6]1([NH:9][C:10](=[O:35])[C:11]2[CH:16]=[CH:15][C:14]([CH3:17])=[C:13]([N:18]3[C:27](=[O:28])[C:26]4[C:21](=[CH:22][CH:23]=[C:24]([CH2:29][CH2:30][CH2:31][N:32]([CH3:33])[CH3:34])[CH:25]=4)[N:20]=[CH:19]3)[CH:12]=2)[CH2:8][CH2:7]1. (3) Given the reactants C([O:4][CH2:5][CH2:6][N:7]([CH3:24])[C:8](=[O:23])[C@H:9]([O:11][C:12]1[CH:21]=[CH:20][CH:19]=[C:18]2[C:13]=1[C:14](=O)[NH:15][CH:16]=[N:17]2)[CH3:10])(=O)C.[Cl:25][C:26]1[CH:27]=[C:28]([CH:30]=[CH:31][C:32]=1[C:33]([N:35]1[CH2:40][CH2:39][CH2:38][CH2:37][CH2:36]1)=[O:34])[NH2:29], predict the reaction product. The product is: [Cl:25][C:26]1[CH:27]=[C:28]([NH:29][C:14]2[C:13]3[C:18](=[CH:19][CH:20]=[CH:21][C:12]=3[O:11][C@H:9]([CH3:10])[C:8]([N:7]([CH2:6][CH2:5][OH:4])[CH3:24])=[O:23])[N:17]=[CH:16][N:15]=2)[CH:30]=[CH:31][C:32]=1[C:33]([N:35]1[CH2:36][CH2:37][CH2:38][CH2:39][CH2:40]1)=[O:34].